Predict the product of the given reaction. From a dataset of Forward reaction prediction with 1.9M reactions from USPTO patents (1976-2016). (1) Given the reactants Br[C:2]1[CH:7]=[CH:6][C:5]([Cl:8])=[CH:4][N:3]=1.C([O-])([O-])=O.[Na+].[Na+].[F:15][C:16]1[CH:21]=[C:20]([O:22][CH3:23])[CH:19]=[CH:18][C:17]=1B(O)O, predict the reaction product. The product is: [Cl:8][C:5]1[CH:6]=[CH:7][C:2]([C:17]2[CH:18]=[CH:19][C:20]([O:22][CH3:23])=[CH:21][C:16]=2[F:15])=[N:3][CH:4]=1. (2) Given the reactants N[C@@H]1CCCCN(C(NC2CCC2)=O)C1=O.CC(O[C:22](=[O:39])[NH:23][C@H:24]1[CH2:30][CH2:29][CH2:28][CH2:27][N:26]([C:31]([NH:33][CH:34]2[CH2:37][CH2:36][CH2:35]2)=[O:32])[C:25]1=[O:38])(C)C.C(O)(C(F)(F)F)=O.ClC(OC1C=CC([N+]([O-])=O)=CC=1)=O.C(N(C(C)C)CC)(C)C.[Cl:69][C:70]1[CH:79]=[C:78]2[C:73]([C:74]([N:81]3[CH2:86][CH2:85][NH:84][CH2:83][CH2:82]3)=[CH:75][C:76]([NH2:80])=[N:77]2)=[CH:72][CH:71]=1, predict the reaction product. The product is: [NH2:80][C:76]1[CH:75]=[C:74]([N:81]2[CH2:82][CH2:83][N:84]([C:22]([NH:23][C@H:24]3[CH2:30][CH2:29][CH2:28][CH2:27][N:26]([C:31]([NH:33][CH:34]4[CH2:35][CH2:36][CH2:37]4)=[O:32])[C:25]3=[O:38])=[O:39])[CH2:85][CH2:86]2)[C:73]2[C:78](=[CH:79][C:70]([Cl:69])=[CH:71][CH:72]=2)[N:77]=1. (3) Given the reactants [Br:1][C:2]1[CH:7]=[C:6]([CH3:8])[CH:5]=[C:4](F)[N:3]=1.C(=O)([O-])[O-].[K+].[K+].[CH2:16]([NH2:19])[CH2:17][NH2:18], predict the reaction product. The product is: [Br:1][C:2]1[N:3]=[C:4]([NH:18][CH2:17][CH2:16][NH2:19])[CH:5]=[C:6]([CH3:8])[CH:7]=1. (4) Given the reactants [CH3:1][O:2][C:3](=[O:32])[C:4]1[CH:9]=[C:8]([O:10][C:11]2[CH:16]=[CH:15][C:14]([N+:17]([O-])=O)=[C:13]([Cl:20])[CH:12]=2)[CH:7]=[CH:6][C:5]=1[NH:21][S:22]([C:25]1[CH:30]=[CH:29][C:28]([CH3:31])=[CH:27][CH:26]=1)(=[O:24])=[O:23].[H][H], predict the reaction product. The product is: [CH3:1][O:2][C:3](=[O:32])[C:4]1[CH:9]=[C:8]([O:10][C:11]2[CH:16]=[CH:15][C:14]([NH2:17])=[C:13]([Cl:20])[CH:12]=2)[CH:7]=[CH:6][C:5]=1[NH:21][S:22]([C:25]1[CH:26]=[CH:27][C:28]([CH3:31])=[CH:29][CH:30]=1)(=[O:24])=[O:23]. (5) Given the reactants [NH2:1]/[C:2](/[CH3:8])=[CH:3]\[C:4]([O:6][CH3:7])=[O:5].[ClH:9].[H][H], predict the reaction product. The product is: [ClH:9].[NH2:1][CH:2]([CH3:8])[CH2:3][C:4]([O:6][CH3:7])=[O:5]. (6) Given the reactants [C:1](O[BH-](OC(=O)C)OC(=O)C)(=O)C.[Na+].[CH3:15][C@H:16]1[NH:38][CH2:37][C:20]2=[C:21]3[C:25](=[CH:26][CH:27]=[C:19]2[O:18][CH2:17]1)[N:24]([S:28]([C:31]1[CH:36]=[CH:35][CH:34]=[CH:33][CH:32]=1)(=[O:30])=[O:29])[CH:23]=[CH:22]3.C=O, predict the reaction product. The product is: [CH3:1][N:38]1[CH2:37][C:20]2=[C:21]3[C:25](=[CH:26][CH:27]=[C:19]2[O:18][CH2:17][C@H:16]1[CH3:15])[N:24]([S:28]([C:31]1[CH:36]=[CH:35][CH:34]=[CH:33][CH:32]=1)(=[O:29])=[O:30])[CH:23]=[CH:22]3.